Dataset: Reaction yield outcomes from USPTO patents with 853,638 reactions. Task: Predict the reaction yield, written as a fraction of the theoretical maximum amount of product (1.0 means a 100% yield; for example, 0.34 means a 34% yield). (1) The reactants are [C:1]([Si:5]([CH3:24])([CH3:23])[O:6][C:7]1[CH:12]=[C:11]([C:13]([CH3:21])([CH3:20])[O:14][SiH2:15][C:16]([CH3:19])([CH3:18])[CH3:17])[CH:10]=[CH:9][C:8]=1[F:22])([CH3:4])([CH3:3])[CH3:2].[Li]C(CC)C.B(OC)(OC)[O:31]C.C(O)(=O)C.OO.O. The catalyst is C1COCC1. The product is [C:1]([Si:5]([CH3:24])([CH3:23])[O:6][C:7]1[C:8]([F:22])=[C:9]([OH:31])[CH:10]=[C:11]([C:13]([CH3:21])([CH3:20])[O:14][SiH2:15][C:16]([CH3:19])([CH3:18])[CH3:17])[CH:12]=1)([CH3:4])([CH3:3])[CH3:2]. The yield is 0.640. (2) The yield is 0.180. The product is [CH3:19][NH:20][C:21]([C:23]1[C:31]2[C:26](=[CH:27][C:28]([O:32][C:2]3[CH:7]=[CH:6][N:5]=[C:4]4[CH:8]=[C:9]([C:11]([N:13]5[CH2:17][CH2:16][CH:15]([OH:18])[CH2:14]5)=[O:12])[S:10][C:3]=34)=[CH:29][CH:30]=2)[N:25]([CH3:33])[C:24]=1[CH2:34][CH3:35])=[O:22]. The reactants are Cl[C:2]1[CH:7]=[CH:6][N:5]=[C:4]2[CH:8]=[C:9]([C:11]([N:13]3[CH2:17][CH2:16][C@@H:15]([OH:18])[CH2:14]3)=[O:12])[S:10][C:3]=12.[CH3:19][NH:20][C:21]([C:23]1[C:31]2[C:26](=[CH:27][C:28]([OH:32])=[CH:29][CH:30]=2)[N:25]([CH3:33])[C:24]=1[CH2:34][CH3:35])=[O:22].C([O-])([O-])=O.[Cs+].[Cs+]. No catalyst specified. (3) The reactants are [CH3:1][C:2]1[C:6]2[CH:7]=[C:8]([N+:12]([O-])=O)[CH:9]=[C:10]([CH3:11])[C:5]=2[O:4][N:3]=1.O.O.Cl[Sn]Cl.Cl.[OH-].[Na+]. The catalyst is C(O)(=O)C. The product is [CH3:1][C:2]1[C:6]2[CH:7]=[C:8]([NH2:12])[CH:9]=[C:10]([CH3:11])[C:5]=2[O:4][N:3]=1. The yield is 0.580.